This data is from Peptide-MHC class I binding affinity with 185,985 pairs from IEDB/IMGT. The task is: Regression. Given a peptide amino acid sequence and an MHC pseudo amino acid sequence, predict their binding affinity value. This is MHC class I binding data. (1) The peptide sequence is LAKRFSKGL. The MHC is HLA-B08:01 with pseudo-sequence HLA-B08:01. The binding affinity (normalized) is 0.326. (2) The peptide sequence is VLLAFLNSM. The MHC is HLA-B27:03 with pseudo-sequence HLA-B27:03. The binding affinity (normalized) is 0.0847. (3) The peptide sequence is YTGDFDSVN. The MHC is Patr-B0101 with pseudo-sequence Patr-B0101. The binding affinity (normalized) is 0.404. (4) The peptide sequence is YNYSLSAAV. The MHC is HLA-A68:02 with pseudo-sequence HLA-A68:02. The binding affinity (normalized) is 0. (5) The peptide sequence is SDKLELDTI. The MHC is Patr-B2401 with pseudo-sequence Patr-B2401. The binding affinity (normalized) is 0.436. (6) The peptide sequence is VYTNAIQYV. The MHC is HLA-B58:01 with pseudo-sequence HLA-B58:01. The binding affinity (normalized) is 0.213. (7) The peptide sequence is DLIKKSDAK. The MHC is HLA-A11:01 with pseudo-sequence HLA-A11:01. The binding affinity (normalized) is 0.0432. (8) The peptide sequence is FWMCSNGSL. The MHC is HLA-A30:02 with pseudo-sequence HLA-A30:02. The binding affinity (normalized) is 0.